Dataset: Catalyst prediction with 721,799 reactions and 888 catalyst types from USPTO. Task: Predict which catalyst facilitates the given reaction. (1) Reactant: [CH3:1][C:2]1([N:15]2[CH2:20][CH2:19][C:18](=O)[CH2:17][CH2:16]2)[CH2:7][CH2:6][N:5]([C:8]([O:10][C:11]([CH3:14])([CH3:13])[CH3:12])=[O:9])[CH2:4][CH2:3]1.[C@H:22]1([NH2:29])[CH2:27][CH2:26][CH2:25][CH2:24][C@@H:23]1[NH2:28].C(O[BH-](OC(=O)C)OC(=O)C)(=O)C.[Na+].C([O-])(O)=O.[Na+]. Product: [NH2:28][C@H:23]1[CH2:24][CH2:25][CH2:26][CH2:27][C@@H:22]1[NH:29][CH:18]1[CH2:19][CH2:20][N:15]([C:2]2([CH3:1])[CH2:3][CH2:4][N:5]([C:8]([O:10][C:11]([CH3:14])([CH3:13])[CH3:12])=[O:9])[CH2:6][CH2:7]2)[CH2:16][CH2:17]1. The catalyst class is: 4. (2) Reactant: [Cl:1][C:2]1[CH:3]=[C:4]([OH:9])[CH:5]=[CH:6][C:7]=1[Cl:8].[Br:10][C:11]1[CH:12]=[CH:13][C:14]([CH2:19]Br)=[C:15]([CH:18]=1)[C:16]#[N:17].C(=O)([O-])[O-].[K+].[K+]. Product: [Br:10][C:11]1[CH:12]=[CH:13][C:14]([CH2:19][O:9][C:4]2[CH:5]=[CH:6][C:7]([Cl:8])=[C:2]([Cl:1])[CH:3]=2)=[C:15]([CH:18]=1)[C:16]#[N:17]. The catalyst class is: 692.